This data is from Catalyst prediction with 721,799 reactions and 888 catalyst types from USPTO. The task is: Predict which catalyst facilitates the given reaction. (1) Reactant: [CH3:1][C:2]1([CH3:26])[CH2:24][C:6]2[N:7]([CH2:11][C:12]3[CH:17]=[C:16]([O:18][CH3:19])[C:15]([O:20][CH3:21])=[C:14]([O:22][CH3:23])[CH:13]=3)[C:8](=[O:10])[NH:9][C:5]=2[C:4](=[O:25])[CH2:3]1.[H-].[Na+].[CH3:29]I. Product: [CH3:29][N:9]1[C:5]2[C:4](=[O:25])[CH2:3][C:2]([CH3:26])([CH3:1])[CH2:24][C:6]=2[N:7]([CH2:11][C:12]2[CH:17]=[C:16]([O:18][CH3:19])[C:15]([O:20][CH3:21])=[C:14]([O:22][CH3:23])[CH:13]=2)[C:8]1=[O:10]. The catalyst class is: 80. (2) Reactant: Br[C:2]1[C:7]([CH:8]=[O:9])=[CH:6][C:5]([O:10][CH3:11])=[N:4][CH:3]=1.CCN(CC)CC. Product: [CH3:11][O:10][C:5]1[CH:6]=[C:7]([CH2:8][OH:9])[CH:2]=[CH:3][N:4]=1. The catalyst class is: 99. (3) Reactant: [CH2:1]([O:5][C:6]([C:8]1[N:9]=[CH:10][C:11]2[C:16]([C:17]=1[OH:18])=[CH:15][CH:14]=[C:13]([O:19][C:20]1[CH:25]=[CH:24][C:23]([O:26][CH3:27])=[CH:22][CH:21]=1)[CH:12]=2)=[O:7])[CH2:2][CH2:3][CH3:4].[Br:28]N1C(=O)CCC1=O. Product: [CH2:1]([O:5][C:6]([C:8]1[N:9]=[C:10]([Br:28])[C:11]2[C:16]([C:17]=1[OH:18])=[CH:15][CH:14]=[C:13]([O:19][C:20]1[CH:21]=[CH:22][C:23]([O:26][CH3:27])=[CH:24][CH:25]=1)[CH:12]=2)=[O:7])[CH2:2][CH2:3][CH3:4]. The catalyst class is: 10. (4) Reactant: OCC1N[C:6](=[O:8])[CH2:5]C1.N1[CH:13]=[CH:12]N=C1.[CH3:14][C:15]([Si:18](Cl)(C)C)([CH3:17])[CH3:16].[CH3:22]COC(C)=O.[CH3:28][N:29]([CH:31]=[O:32])C. Product: [C:15]([SiH2:18][O:8][C:6]([CH3:5])([CH3:22])[CH:28]1[NH:29][C:31](=[O:32])[CH2:13][CH2:12]1)([CH3:17])([CH3:16])[CH3:14]. The catalyst class is: 170. (5) Reactant: [CH3:1][C:2]1[CH:3]=[C:4]([OH:9])[CH:5]=[CH:6][C:7]=1[CH3:8].C([O-])([O-])=O.[Cs+].[Cs+].Br[CH:17]([CH3:23])[C:18]([O:20][CH2:21][CH3:22])=[O:19]. Product: [CH2:21]([O:20][C:18](=[O:19])[CH:17]([O:9][C:4]1[CH:5]=[CH:6][C:7]([CH3:8])=[C:2]([CH3:1])[CH:3]=1)[CH3:23])[CH3:22]. The catalyst class is: 3. (6) Reactant: [Cl:1][C:2]1[C:3]2[C:20]([CH2:21][N:22]([CH2:30][C:31]3[CH:36]=[CH:35][CH:34]=[CH:33][CH:32]=3)[CH2:23][C:24]3[CH:29]=[CH:28][CH:27]=[CH:26][CH:25]=3)=[CH:19][NH:18][C:4]=2[N:5]=[C:6]([NH:8]C(=O)CCCCCCC)[N:7]=1.Cl[CH2:38][C:39]1[C:44]([CH3:45])=[C:43]([O:46][CH3:47])[C:42]([CH3:48])=[CH:41][N:40]=1.C([O-])([O-])=O.[K+].[K+]. Product: [Cl:1][C:2]1[C:3]2[C:20]([CH2:21][N:22]([CH2:23][C:24]3[CH:29]=[CH:28][CH:27]=[CH:26][CH:25]=3)[CH2:30][C:31]3[CH:36]=[CH:35][CH:34]=[CH:33][CH:32]=3)=[CH:19][N:18]([CH2:38][C:39]3[C:44]([CH3:45])=[C:43]([O:46][CH3:47])[C:42]([CH3:48])=[CH:41][N:40]=3)[C:4]=2[N:5]=[C:6]([NH2:8])[N:7]=1. The catalyst class is: 3.